From a dataset of Catalyst prediction with 721,799 reactions and 888 catalyst types from USPTO. Predict which catalyst facilitates the given reaction. (1) Reactant: [C:1]([C:5]1[N:9]([CH2:10][CH:11]2[CH2:16][CH2:15][O:14][CH2:13][CH2:12]2)[C:8]2[CH:17]=[CH:18][C:19]([S:21](Cl)(=[O:23])=[O:22])=[CH:20][C:7]=2[N:6]=1)([CH3:4])([CH3:3])[CH3:2].[NH:25]1[CH:29]=[CH:28][C:27]([NH:30]C(=O)OC(C)(C)C)=[N:26]1. Product: [C:1]([C:5]1[N:9]([CH2:10][CH:11]2[CH2:16][CH2:15][O:14][CH2:13][CH2:12]2)[C:8]2[CH:17]=[CH:18][C:19]([S:21]([N:25]3[CH:29]=[CH:28][C:27]([NH2:30])=[N:26]3)(=[O:23])=[O:22])=[CH:20][C:7]=2[N:6]=1)([CH3:4])([CH3:3])[CH3:2]. The catalyst class is: 649. (2) Reactant: [CH3:1][C:2]1([CH3:11])[CH2:7][CH2:6][CH2:5][C:4]([CH3:9])([CH3:8])[N:3]1O.CC(C)([O-:15])C.[K+].C1COCC1.[CH2:23]([O:30][C:31]1[CH:32]=[C:33]2[C:38](=[CH:39][CH:40]=1)[N:37]=[C:36](Cl)[CH:35]=[CH:34]2)[C:24]1[CH:29]=[CH:28][CH:27]=[CH:26][CH:25]=1. Product: [CH2:23]([O:30][C:31]1[CH:32]=[C:33]2[C:38](=[CH:39][CH:40]=1)[N:37]=[C:36]([O:15][CH:6]1[CH2:7][C:2]([CH3:11])([CH3:1])[NH:3][C:4]([CH3:9])([CH3:8])[CH2:5]1)[CH:35]=[CH:34]2)[C:24]1[CH:29]=[CH:28][CH:27]=[CH:26][CH:25]=1. The catalyst class is: 6. (3) Reactant: [CH:1]1([C:6]2[CH:11]=[CH:10][C:9]([OH:12])=[CH:8][CH:7]=2)[CH2:5][CH2:4][CH2:3][CH2:2]1.C(NCC(C)C)C(C)C.S(Cl)([Cl:25])(=O)=O. Product: [Cl:25][C:10]1[CH:11]=[C:6]([CH:1]2[CH2:2][CH2:3][CH2:4][CH2:5]2)[CH:7]=[CH:8][C:9]=1[OH:12]. The catalyst class is: 11. (4) Reactant: [Cl:1][C:2]1[CH:7]=[C:6]([Cl:8])[CH:5]=[CH:4][C:3]=1[N:9]([CH2:13][CH2:14][CH3:15])[C:10]([NH2:12])=[S:11].C(N(CC)CC)C.Br[CH:24]([CH3:35])[C:25]([C:27]1[CH:32]=[CH:31][C:30]([Cl:33])=[CH:29][C:28]=1[Cl:34])=O. Product: [Cl:34][C:28]1[CH:29]=[C:30]([Cl:33])[CH:31]=[CH:32][C:27]=1[C:25]1[N:12]=[C:10]([N:9]([C:3]2[CH:4]=[CH:5][C:6]([Cl:8])=[CH:7][C:2]=2[Cl:1])[CH2:13][CH2:14][CH3:15])[S:11][C:24]=1[CH3:35]. The catalyst class is: 8.